This data is from Reaction yield outcomes from USPTO patents with 853,638 reactions. The task is: Predict the reaction yield, written as a fraction of the theoretical maximum amount of product (1.0 means a 100% yield; for example, 0.34 means a 34% yield). The reactants are [Cl:1][C:2]1[CH:3]=[C:4]2[CH:10]=[CH:9][NH:8][C:5]2=[N:6][CH:7]=1.[C:11]([O:15][C:16](=[O:35])[N:17]([C:27]1[CH:32]=[CH:31][C:30]([CH:33]=[O:34])=[CH:29][N:28]=1)[CH2:18][C:19]1[CH:20]=[N:21][C:22]([O:25][CH3:26])=[CH:23][CH:24]=1)([CH3:14])([CH3:13])[CH3:12].COC1N=CC(C=O)=CC=1.[OH-].[K+]. The catalyst is CO.O. The product is [C:11]([O:15][C:16](=[O:35])[N:17]([C:27]1[CH:32]=[CH:31][C:30]([CH:33]([C:10]2[C:4]3[C:5](=[N:6][CH:7]=[C:2]([Cl:1])[CH:3]=3)[NH:8][CH:9]=2)[OH:34])=[CH:29][N:28]=1)[CH2:18][C:19]1[CH:20]=[N:21][C:22]([O:25][CH3:26])=[CH:23][CH:24]=1)([CH3:14])([CH3:12])[CH3:13]. The yield is 0.370.